This data is from Reaction yield outcomes from USPTO patents with 853,638 reactions. The task is: Predict the reaction yield, written as a fraction of the theoretical maximum amount of product (1.0 means a 100% yield; for example, 0.34 means a 34% yield). (1) The reactants are [O:1]1[C:5]2[CH:6]=[C:7]([C:10]3([C:13]([OH:15])=[O:14])[CH2:12][CH2:11]3)[CH:8]=[CH:9][C:4]=2[CH:3]=[CH:2]1. The catalyst is CO.O=[Pt]=O. The product is [O:1]1[C:5]2[CH:6]=[C:7]([C:10]3([C:13]([OH:15])=[O:14])[CH2:12][CH2:11]3)[CH:8]=[CH:9][C:4]=2[CH2:3][CH2:2]1. The yield is 0.420. (2) The reactants are [CH3:1][C:2]1[CH:7]=[CH:6][C:5]([O:8][CH3:9])=[CH:4][C:3]=1[CH:10]1OCC[O:11]1. The catalyst is C1COCC1.Cl. The product is [CH3:1][C:2]1[CH:7]=[CH:6][C:5]([O:8][CH3:9])=[CH:4][C:3]=1[CH:10]=[O:11]. The yield is 0.910. (3) The reactants are [NH:1]1[C:9]2[C:4](=[CH:5][CH:6]=[CH:7][CH:8]=2)[C:3]([CH2:10][CH2:11][C:12]([O:14][CH3:15])=[O:13])=[CH:2]1.C(O)(=[O:18])C.CS(C)=O.Cl. The catalyst is O. The product is [O:18]=[C:2]1[CH:3]([CH2:10][CH2:11][C:12]([O:14][CH3:15])=[O:13])[C:4]2[C:9](=[CH:8][CH:7]=[CH:6][CH:5]=2)[NH:1]1. The yield is 0.980.